This data is from Catalyst prediction with 721,799 reactions and 888 catalyst types from USPTO. The task is: Predict which catalyst facilitates the given reaction. (1) Reactant: [C:1]([O:5][C:6]([N:8]1[CH2:13][CH2:12][N:11]([C:14]([C:16]2[CH:20]=[C:19]([CH3:21])[N:18]([C:22]3[CH:27]=[CH:26][CH:25]=[CH:24][CH:23]=3)[C:17]=2[C:28]2[CH:33]=[CH:32][CH:31]=[CH:30][CH:29]=2)=[O:15])[CH:10]([CH2:34][C:35]([OH:37])=O)[CH2:9]1)=[O:7])([CH3:4])([CH3:3])[CH3:2].CC[N:40]=C=NCCCN(C)C.Cl.CN(C=O)C. Product: [NH2:40][C:35](=[O:37])[CH2:34][CH:10]1[N:11]([C:14]([C:16]2[CH:20]=[C:19]([CH3:21])[N:18]([C:22]3[CH:27]=[CH:26][CH:25]=[CH:24][CH:23]=3)[C:17]=2[C:28]2[CH:33]=[CH:32][CH:31]=[CH:30][CH:29]=2)=[O:15])[CH2:12][CH2:13][N:8]([C:6]([O:5][C:1]([CH3:3])([CH3:2])[CH3:4])=[O:7])[CH2:9]1. The catalyst class is: 6. (2) Reactant: [CH2:1]([C@@:4]1([CH3:31])[CH2:9][C@H:8]([C:10]2[CH:15]=[CH:14][CH:13]=[C:12]([Cl:16])[CH:11]=2)[C@@H:7]([C:17]2[CH:22]=[CH:21][C:20]([Cl:23])=[CH:19][CH:18]=2)[N:6]([C@@H:24]([CH2:28][CH3:29])[CH2:25][CH:26]=[O:27])[C:5]1=[O:30])[CH:2]=[CH2:3].[CH:32]1([Mg]Br)[CH2:34][CH2:33]1. Product: [CH2:1]([C@@:4]1([CH3:31])[CH2:9][C@H:8]([C:10]2[CH:15]=[CH:14][CH:13]=[C:12]([Cl:16])[CH:11]=2)[C@@H:7]([C:17]2[CH:18]=[CH:19][C:20]([Cl:23])=[CH:21][CH:22]=2)[N:6]([C@@H:24]([CH2:28][CH3:29])[CH2:25][CH:26]([CH:32]2[CH2:34][CH2:33]2)[OH:27])[C:5]1=[O:30])[CH:2]=[CH2:3]. The catalyst class is: 1. (3) Reactant: [C:1]1([S:7]([N:10]2[C:14]3=[N:15][CH:16]=[C:17]([N+:26]([O-])=O)[C:18]([NH:19][CH:20]4[CH2:25][CH2:24][CH2:23][CH2:22][CH2:21]4)=[C:13]3[CH:12]=[CH:11]2)(=[O:9])=[O:8])[CH:6]=[CH:5][CH:4]=[CH:3][CH:2]=1.C1COCC1. Product: [C:1]1([S:7]([N:10]2[C:14]3=[N:15][CH:16]=[C:17]([NH2:26])[C:18]([NH:19][CH:20]4[CH2:25][CH2:24][CH2:23][CH2:22][CH2:21]4)=[C:13]3[CH:12]=[CH:11]2)(=[O:9])=[O:8])[CH:2]=[CH:3][CH:4]=[CH:5][CH:6]=1. The catalyst class is: 63. (4) Reactant: Cl.ClC1C=CN=C(C(Cl)=O)C=1.N.Cl[C:14]1[CH:19]=[CH:18][N:17]=[C:16]([C:20]([NH2:22])=[O:21])[CH:15]=1.[NH2:23][C:24]1[CH:25]=[C:26]([OH:30])[CH:27]=[CH:28][CH:29]=1. Product: [C:20]([C:16]1[CH:15]=[C:14]([O:30][C:26]2[CH:25]=[C:24]([CH:29]=[CH:28][CH:27]=2)[NH2:23])[CH:19]=[CH:18][N:17]=1)(=[O:21])[NH2:22]. The catalyst class is: 44. (5) Reactant: [F:1][C:2]1[CH:7]=[CH:6][CH:5]=[C:4]([F:8])[C:3]=1[C:9]([NH:11][C@@H:12]([CH2:18][C:19]1[CH:24]=[CH:23][C:22]([C:25]2[C:30]([O:31][CH3:32])=[CH:29][C:28]([CH2:33][O:34][CH2:35][CH3:36])=[CH:27][C:26]=2[O:37][CH3:38])=[CH:21][CH:20]=1)[C:13]([O:15]CC)=[O:14])=[O:10]. Product: [F:1][C:2]1[CH:7]=[CH:6][CH:5]=[C:4]([F:8])[C:3]=1[C:9]([NH:11][C@@H:12]([CH2:18][C:19]1[CH:20]=[CH:21][C:22]([C:25]2[C:26]([O:37][CH3:38])=[CH:27][C:28]([CH2:33][O:34][CH2:35][CH3:36])=[CH:29][C:30]=2[O:31][CH3:32])=[CH:23][CH:24]=1)[C:13]([OH:15])=[O:14])=[O:10]. The catalyst class is: 7. (6) Reactant: [Cl:1][C:2]1[CH:8]=[C:7]([O:9][C:10]2[C:11]3[N:18]([CH3:19])[CH:17]=[CH:16][C:12]=3[N:13]=[CH:14][N:15]=2)[CH:6]=[CH:5][C:3]=1[NH2:4].N1C=CC=CC=1.Cl[C:27](OC1C=CC=CC=1)=[O:28].[C:36]([C:40]1[CH:44]=[C:43]([NH2:45])[N:42]([CH3:46])[N:41]=1)([CH3:39])([CH3:38])[CH3:37]. Product: [C:36]([C:40]1[CH:44]=[C:43]([NH:45][C:27]([NH:4][C:3]2[CH:5]=[CH:6][C:7]([O:9][C:10]3[C:11]4[N:18]([CH3:19])[CH:17]=[CH:16][C:12]=4[N:13]=[CH:14][N:15]=3)=[CH:8][C:2]=2[Cl:1])=[O:28])[N:42]([CH3:46])[N:41]=1)([CH3:39])([CH3:37])[CH3:38]. The catalyst class is: 60. (7) Reactant: [CH3:1][C:2]1[C:11]2[C:6](=[CH:7][CH:8]=[CH:9][CH:10]=2)[CH2:5][CH2:4][N:3]=1. Product: [CH3:1][C@@H:2]1[C:11]2[C:6](=[CH:7][CH:8]=[CH:9][CH:10]=2)[CH2:5][CH2:4][NH:3]1. The catalyst class is: 4.